This data is from Catalyst prediction with 721,799 reactions and 888 catalyst types from USPTO. The task is: Predict which catalyst facilitates the given reaction. (1) Reactant: [C:1]([C:5]1[O:9][N:8]=[C:7]([C:10]2[CH:15]=[C:14](Cl)[C:13]([CH:17]3[CH2:19][CH2:18]3)=[CH:12][N:11]=2)[N:6]=1)([CH3:4])([CH3:3])[CH3:2].[CH3:20][O:21][CH:22]1[CH2:25][NH:24][CH2:23]1.C([O-])([O-])=O.[Cs+].[Cs+]. Product: [C:1]([C:5]1[O:9][N:8]=[C:7]([C:10]2[CH:15]=[C:14]([N:24]3[CH2:25][CH:22]([O:21][CH3:20])[CH2:23]3)[C:13]([CH:17]3[CH2:19][CH2:18]3)=[CH:12][N:11]=2)[N:6]=1)([CH3:4])([CH3:3])[CH3:2]. The catalyst class is: 196. (2) Reactant: Br[C:2]1[CH:7]=[CH:6][C:5]([Cl:8])=[CH:4][C:3]=1/[CH:9]=[CH:10]\[C:11]1[CH:16]=[CH:15][CH:14]=[CH:13][C:12]=1Br.[Li].CN(CCN(C)C)C.[CH3:27][Sn:28](Cl)(Cl)[CH3:29]. Product: [Cl:8][C:5]1[CH:6]=[CH:7][C:2]2[Sn:28]([CH3:29])([CH3:27])[C:12]3[CH:13]=[CH:14][CH:15]=[CH:16][C:11]=3[CH:10]=[CH:9][C:3]=2[CH:4]=1. The catalyst class is: 27. (3) Reactant: [CH3:1][O:2][C:3]([C:5]1[N:10]=[C:9]([C:11]2[CH:16]=[CH:15][C:14]([Cl:17])=[CH:13][CH:12]=2)[C:8](F)=[CH:7][N:6]=1)=[O:4].C(=O)([O-])[O-].[Cs+].[Cs+].[F:25][C:26]([F:30])([F:29])[CH2:27][OH:28]. Product: [CH3:1][O:2][C:3]([C:5]1[N:10]=[C:9]([C:11]2[CH:16]=[CH:15][C:14]([Cl:17])=[CH:13][CH:12]=2)[C:8]([O:28][CH2:27][C:26]([F:30])([F:29])[F:25])=[CH:7][N:6]=1)=[O:4]. The catalyst class is: 16. (4) Reactant: [NH2:1][CH2:2][CH2:3][C:4]1[CH:5]=[CH:6][C:7]([N:10]([CH2:18][C:19]([C:22]2[CH:27]=[CH:26][C:25]([F:28])=[CH:24][CH:23]=2)([CH3:21])[CH3:20])C(=O)OC(C)(C)C)=[N:8][CH:9]=1.[CH3:29][S:30](Cl)(=[O:32])=[O:31]. The catalyst class is: 1. Product: [F:28][C:25]1[CH:26]=[CH:27][C:22]([C:19]([CH3:21])([CH3:20])[CH2:18][NH:10][C:7]2[N:8]=[CH:9][C:4]([CH2:3][CH2:2][NH:1][S:30]([CH3:29])(=[O:32])=[O:31])=[CH:5][CH:6]=2)=[CH:23][CH:24]=1. (5) Reactant: [Br:1][C:2]1[CH:11]=[C:10]2[C:5]([CH:6]=[C:7]([CH3:20])[C:8]([CH:13]([OH:19])[C:14]([O:16][CH2:17][CH3:18])=[O:15])=[C:9]2[OH:12])=[CH:4][CH:3]=1.N1C=CN=C1.Cl[Si](CC)(CC)CC.[NH4+].[Cl-].C(N(CC)CC)C.[F:43][C:44]([F:57])([F:56])[S:45](O[S:45]([C:44]([F:57])([F:56])[F:43])(=[O:47])=[O:46])(=[O:47])=[O:46]. Product: [Br:1][C:2]1[CH:11]=[C:10]2[C:5]([CH:6]=[C:7]([CH3:20])[C:8]([CH:13]([OH:19])[C:14]([O:16][CH2:17][CH3:18])=[O:15])=[C:9]2[O:12][S:45]([C:44]([F:57])([F:56])[F:43])(=[O:47])=[O:46])=[CH:4][CH:3]=1. The catalyst class is: 2. (6) Reactant: CC1C=CC(S(O[CH2:12][C:13]2([NH:16][C:17]([O:19][C:20]([CH3:23])([CH3:22])[CH3:21])=[O:18])[CH2:15][CH2:14]2)(=O)=O)=CC=1.C1OCCOCCOCCOCCOCCOC1.[K].[C:43]1(=[O:53])[NH:47][C:46](=[O:48])[C:45]2=[CH:49][CH:50]=[CH:51][CH:52]=[C:44]12. Product: [O:48]=[C:46]1[C:45]2[C:44](=[CH:52][CH:51]=[CH:50][CH:49]=2)[C:43](=[O:53])[N:47]1[CH2:12][C:13]1([NH:16][C:17](=[O:18])[O:19][C:20]([CH3:21])([CH3:22])[CH3:23])[CH2:14][CH2:15]1. The catalyst class is: 3. (7) Reactant: Cl.[Cl:2][C:3]1[CH:4]=[CH:5][C:6]2[CH2:12][CH2:11][C:10]3[CH:13]=[CH:14][CH:15]=[CH:16][C:9]=3[N:8]([CH2:17][CH2:18][CH2:19][NH2:20])[C:7]=2[CH:21]=1.CCN(CC)CC.[F:29][C:30]([F:42])([F:41])[C:31]1[CH:36]=[CH:35][C:34]([S:37](Cl)(=[O:39])=[O:38])=[CH:33][CH:32]=1. Product: [Cl:2][C:3]1[CH:4]=[CH:5][C:6]2[CH2:12][CH2:11][C:10]3[CH:13]=[CH:14][CH:15]=[CH:16][C:9]=3[N:8]([CH2:17][CH2:18][CH2:19][NH:20][S:37]([C:34]3[CH:33]=[CH:32][C:31]([C:30]([F:29])([F:41])[F:42])=[CH:36][CH:35]=3)(=[O:39])=[O:38])[C:7]=2[CH:21]=1. The catalyst class is: 3. (8) Reactant: [Br:1][C:2]1[CH:6]=[C:5](Br)[N:4]([CH3:8])[N:3]=1.C([Li])CCC.[CH3:14][C:15](=[O:17])[CH3:16].O. Product: [Br:1][C:2]1[CH:6]=[C:5]([C:15]([OH:17])([CH3:16])[CH3:14])[N:4]([CH3:8])[N:3]=1. The catalyst class is: 7. (9) Reactant: C[O:2][C:3](=[O:26])[CH2:4][C:5]1[CH:6]=[C:7]([C:16]2[CH:21]=[CH:20][C:19]([C:22]([F:25])([F:24])[F:23])=[CH:18][CH:17]=2)[C:8]([O:11][CH2:12][CH:13]2[CH2:15][CH2:14]2)=[CH:9][CH:10]=1.C[Si](C)(C)[O-].[K+]. Product: [CH:13]1([CH2:12][O:11][C:8]2[C:7]([C:16]3[CH:21]=[CH:20][C:19]([C:22]([F:25])([F:24])[F:23])=[CH:18][CH:17]=3)=[CH:6][C:5]([CH2:4][C:3]([OH:26])=[O:2])=[CH:10][CH:9]=2)[CH2:15][CH2:14]1. The catalyst class is: 1. (10) Reactant: [OH-:1].[Li+].[C:3]([C:6]1[CH:29]=[CH:28][C:9]([O:10][CH2:11][C:12]2[CH:17]=[CH:16][C:15]([CH:18]([OH:27])C3C=NC=C(C=3)C#N)=[CH:14][CH:13]=2)=[C:8]([CH2:30][CH2:31][CH3:32])[C:7]=1[OH:33])(=[O:5])[CH3:4].[OH2:34].Cl.[C:36](#[N:38])[CH3:37]. Product: [C:3]([C:6]1[CH:29]=[CH:28][C:9]([O:10][CH2:11][C:12]2[CH:13]=[CH:14][C:15]([CH:18]([OH:27])[C:37]3[CH:36]=[N:38][CH:3]=[C:6]([CH:7]=3)[C:29]([OH:34])=[O:1])=[CH:16][CH:17]=2)=[C:8]([CH2:30][CH2:31][CH3:32])[C:7]=1[OH:33])(=[O:5])[CH3:4]. The catalyst class is: 155.